This data is from Catalyst prediction with 721,799 reactions and 888 catalyst types from USPTO. The task is: Predict which catalyst facilitates the given reaction. (1) Product: [Cl:1][C:2]1[C:7]([C:8]([NH:22][CH2:23][C:24](=[O:26])[CH3:25])=[O:9])=[C:6]([Cl:11])[N:5]=[CH:4][N:3]=1. The catalyst class is: 2. Reactant: [Cl:1][C:2]1[C:7]([C:8](Cl)=[O:9])=[C:6]([Cl:11])[N:5]=[CH:4][N:3]=1.CCN(C(C)C)C(C)C.Cl.[NH2:22][CH2:23][C:24](=[O:26])[CH3:25]. (2) Reactant: [CH3:1][O:2][C:3]1[CH:4]=[CH:5][C:6]([CH2:9][OH:10])=[CH:7][CH:8]=1.[H-].[Na+].[Br:13][C:14]1[CH:15]=[C:16]([CH:19]=[C:20](Br)[CH:21]=1)[C:17]#[N:18]. Product: [Br:13][C:14]1[CH:15]=[C:16]([CH:19]=[C:20]([O:10][CH2:9][C:6]2[CH:7]=[CH:8][C:3]([O:2][CH3:1])=[CH:4][CH:5]=2)[CH:21]=1)[C:17]#[N:18]. The catalyst class is: 39. (3) Reactant: [OH-].[Li+].[CH2:3]([O:7][C:8]1[CH:28]=[CH:27][C:11]([C:12]([NH:14][CH2:15][C@H:16]([N:21]2[CH2:26][CH2:25][CH2:24][CH2:23][CH2:22]2)[C:17]([O:19]C)=[O:18])=[O:13])=[CH:10][CH:9]=1)[C:4]#[C:5][CH3:6]. Product: [CH2:3]([O:7][C:8]1[CH:28]=[CH:27][C:11]([C:12]([NH:14][CH2:15][C@H:16]([N:21]2[CH2:22][CH2:23][CH2:24][CH2:25][CH2:26]2)[C:17]([OH:19])=[O:18])=[O:13])=[CH:10][CH:9]=1)[C:4]#[C:5][CH3:6]. The catalyst class is: 7. (4) Reactant: [C:1]([C:4]1[CH:9]=[CH:8][C:7]([NH:10][C:11]([CH:13]2[NH:26][CH:25]([CH2:27][C:28]([CH3:31])([CH3:30])[CH3:29])[C:15]3([C:19]4[CH:20]=[N:21][CH:22]=[CH:23][C:18]=4[NH:17][C:16]3=[O:24])[CH:14]2[C:32]2[CH:37]=[CH:36][CH:35]=[C:34]([Cl:38])[C:33]=2[F:39])=[O:12])=[CH:6][C:5]=1[O:40][CH3:41])(=[O:3])[NH2:2].[C:42](O)(=[O:44])C.[CH2:46]=O.[OH-].[Na+]. Product: [Cl:38][C:34]1[C:33]([F:39])=[C:32]([C@@H:14]2[C@@:15]3([C:19]4[CH:20]=[N:21][CH:22]=[CH:23][C:18]=4[N:17]([CH2:42][OH:44])[C:16]3=[O:24])[C@H:25]([CH2:27][C:28]([CH3:31])([CH3:30])[CH3:29])[N:26]3[CH2:46][N:10]([C:7]4[CH:8]=[CH:9][C:4]([C:1]([NH2:2])=[O:3])=[C:5]([O:40][CH3:41])[CH:6]=4)[C:11](=[O:12])[C@@H:13]23)[CH:37]=[CH:36][CH:35]=1. The catalyst class is: 4.